Dataset: Full USPTO retrosynthesis dataset with 1.9M reactions from patents (1976-2016). Task: Predict the reactants needed to synthesize the given product. (1) Given the product [CH:26]1[C:25]2[C:19]([N:16]3[CH2:15][CH2:14][N:13]([CH2:12][CH2:11][O:10][CH2:9][CH2:8][OH:7])[CH2:18][CH2:17]3)=[N:20][C:21]3[CH:33]=[CH:32][CH:31]=[CH:30][C:22]=3[S:23][C:24]=2[CH:29]=[CH:28][CH:27]=1, predict the reactants needed to synthesize it. The reactants are: O1CCCCC1[O:7][CH2:8][CH2:9][O:10][CH2:11][CH2:12][N:13]1[CH2:18][CH2:17][N:16]([C:19]2=[N:20][C:21]3[CH:33]=[CH:32][CH:31]=[CH:30][C:22]=3[S:23][C:24]3[CH:29]=[CH:28][CH:27]=[CH:26][C:25]2=3)[CH2:15][CH2:14]1.C1(C)C=CC=CC=1.Cl. (2) Given the product [CH2:1]([C:3]([C:21]1[CH:26]=[CH:25][C:24]([O:27][CH2:49][C@H:50]2[O:55][C:54](=[O:56])[CH2:53][CH2:52][CH2:51]2)=[C:23]([CH3:28])[CH:22]=1)([C:6]1[CH:11]=[CH:10][C:9](/[CH:12]=[CH:13]/[C:14]([CH2:15][CH3:16])([OH:17])[CH2:18][CH3:19])=[C:8]([CH3:20])[CH:7]=1)[CH2:4][CH3:5])[CH3:2], predict the reactants needed to synthesize it. The reactants are: [CH2:1]([C:3]([C:21]1[CH:26]=[CH:25][C:24]([OH:27])=[C:23]([CH3:28])[CH:22]=1)([C:6]1[CH:11]=[CH:10][C:9](/[CH:12]=[CH:13]/[C:14]([CH2:18][CH3:19])([OH:17])[CH2:15][CH3:16])=[C:8]([CH3:20])[CH:7]=1)[CH2:4][CH3:5])[CH3:2].C1C=CC(P(C2C=CC=CC=2)C2C=CC=CC=2)=CC=1.O[CH2:49][C@H:50]1[O:55][C:54](=[O:56])[CH2:53][CH2:52][CH2:51]1.CCOC(/N=N/C(OCC)=O)=O.